This data is from Forward reaction prediction with 1.9M reactions from USPTO patents (1976-2016). The task is: Predict the product of the given reaction. (1) Given the reactants [Cl:1][C:2]1[CH:3]=[C:4]2[C:8](=[CH:9][CH:10]=1)[N:7]([C:11]1[C:20]3[C:15](=[CH:16][CH:17]=[C:18](I)[CH:19]=3)[N:14]=[C:13]([C:22]3[CH:23]=[N:24][CH:25]=[CH:26][CH:27]=3)[N:12]=1)[CH2:6][CH2:5]2.[F:28][C:29]1[CH:34]=[C:33]([F:35])[CH:32]=[CH:31][C:30]=1B(O)O.[O-]P([O-])([O-])=O.[K+].[K+].[K+], predict the reaction product. The product is: [Cl:1][C:2]1[CH:3]=[C:4]2[C:8](=[CH:9][CH:10]=1)[N:7]([C:11]1[C:20]3[C:15](=[CH:16][CH:17]=[C:18]([C:32]4[CH:31]=[CH:30][C:29]([F:28])=[CH:34][C:33]=4[F:35])[CH:19]=3)[N:14]=[C:13]([C:22]3[CH:23]=[N:24][CH:25]=[CH:26][CH:27]=3)[N:12]=1)[CH2:6][CH2:5]2. (2) The product is: [F:52][C@@H:49]1[CH2:50][CH2:51][N:47]([CH2:46][CH2:45][C:43]2[N:44]=[C:40]([C:37]3[CH:38]=[CH:39][C:34]([C:27]4[CH:28]=[CH:29][C:24]([S:21]([CH3:20])(=[O:23])=[O:22])=[CH:25][CH:26]=4)=[CH:35][CH:36]=3)[O:41][C:42]=2[CH3:53])[CH2:48]1. Given the reactants C1(P(C2C=CC=CC=2)C2C=CC=CC=2)C=CC=CC=1.[CH3:20][S:21]([C:24]1[CH:29]=[CH:28][C:27](B(O)O)=[CH:26][CH:25]=1)(=[O:23])=[O:22].Br[C:34]1[CH:39]=[CH:38][C:37]([C:40]2[O:41][C:42]([CH3:53])=[C:43]([CH2:45][CH2:46][N:47]3[CH2:51][CH2:50][C@H:49]([F:52])[CH2:48]3)[N:44]=2)=[CH:36][CH:35]=1.C(=O)([O-])[O-].[K+].[K+], predict the reaction product. (3) Given the reactants [OH-].[Li+].[CH:3]1([C@H:8]([NH:13][C:14]([C:16]2[CH:21]=[CH:20][C:19]([F:22])=[CH:18][C:17]=2[NH:23][C:24]([NH:26][C:27]2[C:32]([CH3:33])=[CH:31][C:30]([CH3:34])=[CH:29][C:28]=2[CH3:35])=[O:25])=[O:15])[C:9]([O:11]C)=[O:10])[CH2:7][CH2:6][CH2:5][CH2:4]1.CO.Cl, predict the reaction product. The product is: [CH:3]1([C@H:8]([NH:13][C:14]([C:16]2[CH:21]=[CH:20][C:19]([F:22])=[CH:18][C:17]=2[NH:23][C:24]([NH:26][C:27]2[C:32]([CH3:33])=[CH:31][C:30]([CH3:34])=[CH:29][C:28]=2[CH3:35])=[O:25])=[O:15])[C:9]([OH:11])=[O:10])[CH2:7][CH2:6][CH2:5][CH2:4]1. (4) Given the reactants [Br:1][C:2]1[CH:7]=[CH:6][CH:5]=[CH:4][C:3]=1[CH2:8][OH:9].N1C=CN=C1.[Cl-].[C:16]([SiH:20]([CH3:22])[CH3:21])([CH3:19])([CH3:18])[CH3:17], predict the reaction product. The product is: [Br:1][C:2]1[CH:7]=[CH:6][CH:5]=[CH:4][C:3]=1[CH2:8][O:9][Si:20]([C:16]([CH3:19])([CH3:18])[CH3:17])([CH3:22])[CH3:21]. (5) Given the reactants C(Cl)CCl.[CH:5]([N:8]([CH:11]([CH3:13])[CH3:12])CC)(C)[CH3:6].[CH:14]1[CH:15]=[CH:16][C:17]2N(O)N=N[C:18]=2[CH:19]=1.[OH2:24].[CH2:25]([O:32][C:33]1[CH:38]=[CH:37][C:36]([CH2:39][CH:40]([O:44][CH2:45][CH3:46])[C:41]([OH:43])=O)=[CH:35][CH:34]=1)[C:26]1[CH:31]=[CH:30][CH:29]=[CH:28][CH:27]=1, predict the reaction product. The product is: [CH2:25]([O:32][C:33]1[CH:34]=[CH:35][C:36]([CH2:39][C@H:40]([O:44][CH2:45][CH3:46])[C:41]([NH:8][C@H:11]([C:12]2[CH:16]=[CH:15][CH:14]=[CH:19][CH:18]=2)[CH2:13][OH:24])=[O:43])=[CH:37][CH:38]=1)[C:26]1[CH:27]=[CH:28][CH:29]=[CH:30][CH:31]=1.[CH2:25]([O:32][C:33]1[CH:34]=[CH:35][C:36]([CH2:39][C@@H:40]([O:44][CH2:45][CH3:46])[C:41]([NH:8][C@H:5]([C:18]2[CH:17]=[CH:16][CH:15]=[CH:14][CH:19]=2)[CH2:6][OH:24])=[O:43])=[CH:37][CH:38]=1)[C:26]1[CH:27]=[CH:28][CH:29]=[CH:30][CH:31]=1. (6) Given the reactants [CH3:1][O:2][C:3]1[CH:8]=[C:7]([C@@H:9]2[CH2:14][CH2:13][CH2:12][CH2:11][C@H:10]2[N+:15]([O-])=O)[CH:6]=[CH:5][C:4]=1[OH:18].O.NN, predict the reaction product. The product is: [NH2:15][C@@H:10]1[CH2:11][CH2:12][CH2:13][CH2:14][C@H:9]1[C:7]1[CH:6]=[CH:5][C:4]([OH:18])=[C:3]([O:2][CH3:1])[CH:8]=1.